From a dataset of Reaction yield outcomes from USPTO patents with 853,638 reactions. Predict the reaction yield, written as a fraction of the theoretical maximum amount of product (1.0 means a 100% yield; for example, 0.34 means a 34% yield). (1) The catalyst is CC1(C)[C@@H]2CC[C@@]1(CS(O)(=O)=O)C(=O)C2.O. The reactants are [O:1]=[C:2]1[CH2:7][CH2:6][CH:5]([C:8]([O:10][CH2:11][CH3:12])=[O:9])[CH2:4][CH2:3]1.[CH2:13](O)[CH2:14][OH:15].C1(C)C=CC=CC=1. The yield is 0.970. The product is [O:15]1[C:2]2([CH2:7][CH2:6][CH:5]([C:8]([O:10][CH2:11][CH3:12])=[O:9])[CH2:4][CH2:3]2)[O:1][CH2:13][CH2:14]1. (2) The reactants are [Br:1][C:2]1[CH:7]=[CH:6][C:5]([N:8]2[CH2:13][CH2:12][NH:11][CH2:10][CH2:9]2)=[CH:4][CH:3]=1.[CH3:14][C:15]([CH3:17])=O.[BH-](OC(C)=O)(OC(C)=O)OC(C)=O.[Na+].CC(O)=O. The catalyst is ClCCCl.C1COCC1. The product is [Br:1][C:2]1[CH:3]=[CH:4][C:5]([N:8]2[CH2:13][CH2:12][N:11]([CH:15]([CH3:17])[CH3:14])[CH2:10][CH2:9]2)=[CH:6][CH:7]=1. The yield is 0.990. (3) The reactants are Cl[C:2]1[CH:3]=[C:4]2[C:9](=[CH:10][N:11]=1)[N:8]=[C:7]([C:12]1([OH:17])[CH2:16][CH2:15][CH2:14][CH2:13]1)[CH:6]=[CH:5]2.[CH:18]1([C:21]([NH2:23])=[O:22])[CH2:20][CH2:19]1.C(=O)([O-])[O-].[Cs+].[Cs+]. The catalyst is O1CCOCC1.C(OCC)(=O)C. The product is [OH:17][C:12]1([C:7]2[CH:6]=[CH:5][C:4]3[C:9](=[CH:10][N:11]=[C:2]([NH:23][C:21]([CH:18]4[CH2:20][CH2:19]4)=[O:22])[CH:3]=3)[N:8]=2)[CH2:16][CH2:15][CH2:14][CH2:13]1. The yield is 0.450. (4) The reactants are [CH:1]([C:3]1[CH:4]=[C:5](B(O)O)[CH:6]=[CH:7][CH:8]=1)=[O:2].Br[C:13]1[CH:14]=[CH:15][C:16]2[N:17]([N:19]=[CH:20][N:21]=2)[CH:18]=1.C([O-])([O-])=O.[Cs+].[Cs+]. The catalyst is CS(C)=O.O.C1C=CC(P(C2C=CC=CC=2)[C-]2C=CC=C2)=CC=1.C1C=CC(P(C2C=CC=CC=2)[C-]2C=CC=C2)=CC=1.Cl[Pd]Cl.[Fe+2]. The product is [N:21]1[CH:20]=[N:19][N:17]2[CH:18]=[C:13]([C:5]3[CH:4]=[C:3]([CH:8]=[CH:7][CH:6]=3)[CH:1]=[O:2])[CH:14]=[CH:15][C:16]=12. The yield is 0.860. (5) The reactants are O[C:2]1[N:7]2[N:8]=[CH:9][CH:10]=[C:6]2[N:5]=[CH:4][C:3]=1[C:11]([O:13][CH2:14][CH3:15])=[O:12].[CH3:16][C:17]1[CH:23]=[CH:22][C:20]([NH2:21])=[C:19]([F:24])[CH:18]=1. No catalyst specified. The product is [F:24][C:19]1[CH:18]=[C:17]([CH3:16])[CH:23]=[CH:22][C:20]=1[NH:21][C:2]1[N:7]2[N:8]=[CH:9][CH:10]=[C:6]2[N:5]=[CH:4][C:3]=1[C:11]([O:13][CH2:14][CH3:15])=[O:12]. The yield is 0.530. (6) The reactants are [CH3:1][O:2][C:3](=[O:32])[CH:4]=[CH:5][C:6]1[CH:11]=[CH:10][C:9]([O:12][C:13]2[CH:18]=[CH:17][C:16]([CH2:19][CH:20]([NH:24][C:25]([O:27][C:28]([CH3:31])([CH3:30])[CH3:29])=[O:26])[C:21]([OH:23])=[O:22])=[CH:15][CH:14]=2)=[CH:8][CH:7]=1.[H][H]. The catalyst is [Ni].CO. The product is [C:28]([O:27][C:25]([NH:24][CH:20]([CH2:19][C:16]1[CH:17]=[CH:18][C:13]([O:12][C:9]2[CH:8]=[CH:7][C:6]([CH2:5][CH2:4][C:3]([O:2][CH3:1])=[O:32])=[CH:11][CH:10]=2)=[CH:14][CH:15]=1)[C:21]([OH:23])=[O:22])=[O:26])([CH3:30])([CH3:31])[CH3:29]. The yield is 0.550. (7) The reactants are [Cl:1][C:2]1[CH:7]=[CH:6][CH:5]=[CH:4][C:3]=1[C:8]1[C:20](=[O:21])[N:19]([CH3:22])[C:11]2[N:12]=[C:13](S(C)=O)[N:14]=[CH:15][C:10]=2[CH:9]=1.[NH2:23][C:24]1[CH:25]=[C:26]([CH:36]=[CH:37][CH:38]=1)[CH2:27][NH:28][C:29](=[O:35])[O:30][C:31]([CH3:34])([CH3:33])[CH3:32]. The yield is 0.510. The product is [Cl:1][C:2]1[CH:7]=[CH:6][CH:5]=[CH:4][C:3]=1[C:8]1[C:20](=[O:21])[N:19]([CH3:22])[C:11]2[N:12]=[C:13]([NH:23][C:24]3[CH:25]=[C:26]([CH:36]=[CH:37][CH:38]=3)[CH2:27][NH:28][C:29](=[O:35])[O:30][C:31]([CH3:34])([CH3:33])[CH3:32])[N:14]=[CH:15][C:10]=2[CH:9]=1. The catalyst is CN1C(=O)CCC1. (8) The reactants are [Cl:1][C:2]1[N:7]=[C:6](Cl)[C:5]([CH3:9])=[CH:4][N:3]=1.[NH:10]1[CH2:15][CH2:14][CH:13]([OH:16])[CH2:12][CH2:11]1.C([O-])([O-])=O.[Na+].[Na+]. The catalyst is CCO. The product is [Cl:1][C:2]1[N:7]=[C:6]([N:10]2[CH2:15][CH2:14][CH:13]([OH:16])[CH2:12][CH2:11]2)[C:5]([CH3:9])=[CH:4][N:3]=1. The yield is 0.900.